This data is from Full USPTO retrosynthesis dataset with 1.9M reactions from patents (1976-2016). The task is: Predict the reactants needed to synthesize the given product. Given the product [ClH:39].[NH2:25][CH2:24][C:13]1[N:14]([CH2:20][CH:21]([CH3:22])[CH3:23])[C:15](=[O:19])[C:16]2[C:11]([C:12]=1[O:33][CH2:34][CH2:35][CH2:36][CH3:37])=[CH:10][C:9]([C:7]1[S:8][C:4]([C:2]([NH2:1])=[O:3])=[C:5]([CH3:38])[N:6]=1)=[CH:18][CH:17]=2, predict the reactants needed to synthesize it. The reactants are: [NH2:1][C:2]([C:4]1[S:8][C:7]([C:9]2[CH:10]=[C:11]3[C:16](=[CH:17][CH:18]=2)[C:15](=[O:19])[N:14]([CH2:20][CH:21]([CH3:23])[CH3:22])[C:13]([CH2:24][NH:25]C(=O)OC(C)(C)C)=[C:12]3[O:33][CH2:34][CH2:35][CH2:36][CH3:37])=[N:6][C:5]=1[CH3:38])=[O:3].[ClH:39].